Dataset: Full USPTO retrosynthesis dataset with 1.9M reactions from patents (1976-2016). Task: Predict the reactants needed to synthesize the given product. (1) Given the product [CH3:20][N:9]1[C:8]2[CH:16]=[CH:17][C:5]([C:4]([F:3])([F:18])[F:19])=[CH:6][C:7]=2[N:11]=[C:10]1[C:12]([O:14][CH3:15])=[O:13], predict the reactants needed to synthesize it. The reactants are: [H-].[Na+].[F:3][C:4]([F:19])([F:18])[C:5]1[CH:17]=[CH:16][C:8]2[N:9]=[C:10]([C:12]([O:14][CH3:15])=[O:13])[NH:11][C:7]=2[CH:6]=1.[CH3:20]N(C=O)C.CI. (2) Given the product [CH:6]1[C:1]2[NH:8][C:9]3[C:10](=[CH:6][C:1]4[C:2]([CH:3]=3)=[N:8][C:1]3[C:2](=[CH:3][CH:4]=[CH:5][CH:6]=3)[N:7]=4)[NH:7][C:2]=2[CH:3]=[CH:4][CH:5]=1, predict the reactants needed to synthesize it. The reactants are: [C:1]1([NH2:8])[CH:6]=[CH:5][CH:4]=[CH:3][C:2]=1[NH2:7].[CH2:9](O)[CH3:10]. (3) Given the product [C:18]([O:17][C:15]([N:12]1[CH2:13][CH2:14][CH:9]([O:8][C:5]2[CH:6]=[N:7][C:2]([N:29]3[C:30]4[C:26](=[CH:25][C:24]([O:23][CH3:22])=[CH:32][CH:31]=4)[CH:27]=[CH:28]3)=[CH:3][CH:4]=2)[CH2:10][CH2:11]1)=[O:16])([CH3:21])([CH3:20])[CH3:19], predict the reactants needed to synthesize it. The reactants are: Cl[C:2]1[N:7]=[CH:6][C:5]([O:8][CH:9]2[CH2:14][CH2:13][N:12]([C:15]([O:17][C:18]([CH3:21])([CH3:20])[CH3:19])=[O:16])[CH2:11][CH2:10]2)=[CH:4][CH:3]=1.[CH3:22][O:23][C:24]1[CH:25]=[C:26]2[C:30](=[CH:31][CH:32]=1)[NH:29][CH:28]=[CH:27]2. (4) Given the product [NH2:14][C:12]1[CH:13]=[C:8]([C:6]2[CH:5]=[C:4]([F:16])[N:3]=[C:2]([NH:23][CH2:24][CH2:25][OH:26])[CH:7]=2)[C:9]([CH3:15])=[N:10][CH:11]=1, predict the reactants needed to synthesize it. The reactants are: F[C:2]1[CH:7]=[C:6]([C:8]2[C:9]([CH3:15])=[N:10][CH:11]=[C:12]([NH2:14])[CH:13]=2)[CH:5]=[C:4]([F:16])[N:3]=1.C(=O)([O-])[O-].[K+].[K+].[NH2:23][CH2:24][CH2:25][OH:26]. (5) Given the product [F:18][C:19]1[CH:20]=[CH:21][C:22]([C:25]2[O:29][N:28]=[C:27]([C:30]([N:10]3[CH2:9][C@H:8]([C:11]4[CH:16]=[CH:15][CH:14]=[CH:13][CH:12]=4)[NH:7][C:6](=[O:17])[C@H:5]3[CH2:4][CH2:3][S:2][CH3:1])=[O:31])[CH:26]=2)=[CH:23][CH:24]=1, predict the reactants needed to synthesize it. The reactants are: [CH3:1][S:2][CH2:3][CH2:4][C@@H:5]1[NH:10][CH2:9][C@H:8]([C:11]2[CH:16]=[CH:15][CH:14]=[CH:13][CH:12]=2)[NH:7][C:6]1=[O:17].[F:18][C:19]1[CH:24]=[CH:23][C:22]([C:25]2[O:29][N:28]=[C:27]([C:30](O)=[O:31])[CH:26]=2)=[CH:21][CH:20]=1.C([C@@H]1N(C(=O)/C=C/C2C=CC=CC=2)C[C@H](CC(C)C)NC1=O)C(C)C.